This data is from CYP2D6 inhibition data for predicting drug metabolism from PubChem BioAssay. The task is: Regression/Classification. Given a drug SMILES string, predict its absorption, distribution, metabolism, or excretion properties. Task type varies by dataset: regression for continuous measurements (e.g., permeability, clearance, half-life) or binary classification for categorical outcomes (e.g., BBB penetration, CYP inhibition). Dataset: cyp2d6_veith. (1) The drug is C[C@@H](Cc1ccc(Cl)cc1Cl)NO.Cc1ccc(S(=O)(=O)O)cc1. The result is 1 (inhibitor). (2) The molecule is O=C(NC1CCCCC1)C(c1cccs1)N(C(=O)C(F)(F)F)c1ccccc1. The result is 1 (inhibitor). (3) The molecule is Cc1cccc(OCCCC(=O)Nc2ccc(N3CCCCC3)cc2)c1. The result is 1 (inhibitor). (4) The drug is C[C@@H](C(=O)NCc1ccccn1)[C@H]1C[C@]1(C)[C@H](NC(=O)OCc1ccccc1)c1ccccc1. The result is 1 (inhibitor). (5) The compound is CO[C@@H]1COC(=O)[C@@H](CCSC)NC(=O)C/C=C\[C@@H](C)COC(=O)CCC[C@H]1C. The result is 0 (non-inhibitor). (6) The drug is Cc1ccccc1N1CCN(C(=O)c2ccccc2NC(=O)/C=C\C(=O)O)CC1. The result is 0 (non-inhibitor). (7) The molecule is COC(=O)[C@@]1(Cc2ccc(OC)cc2)[C@H]2c3cc(C(=O)N4CCCC4)n(CCc4ccc(OC)c(Br)c4)c3C[C@H]2CN1C(=O)c1ccccc1. The result is 0 (non-inhibitor).